This data is from Aqueous solubility values for 9,982 compounds from the AqSolDB database. The task is: Regression/Classification. Given a drug SMILES string, predict its absorption, distribution, metabolism, or excretion properties. Task type varies by dataset: regression for continuous measurements (e.g., permeability, clearance, half-life) or binary classification for categorical outcomes (e.g., BBB penetration, CYP inhibition). For this dataset (solubility_aqsoldb), we predict Y. (1) The Y is -2.95 log mol/L. The molecule is Cc1c(Cc2c(C)n(C)n(-c3ccccc3)c2=O)c(=O)n(-c2ccccc2)n1C. (2) The drug is COc1c(O)cc(Cl)c(Cl)c1Cl. The Y is -2.87 log mol/L. (3) The compound is CCC[N+](=O)[O-]. The Y is -0.800 log mol/L. (4) The compound is N#CC(C#N)=NNc1ccccc1[N+](=O)[O-]. The Y is -3.93 log mol/L. (5) The molecule is COc1cccc([N+](=O)[O-])c1. The Y is -2.49 log mol/L. (6) The molecule is O=P(=O)[O-].[Na+].[Na+]. The Y is 0.689 log mol/L. (7) The compound is C=CCCCCC=C. The Y is -4.02 log mol/L.